From a dataset of Full USPTO retrosynthesis dataset with 1.9M reactions from patents (1976-2016). Predict the reactants needed to synthesize the given product. (1) The reactants are: [Cl:1][C:2]1[N:3]([C:11]2[CH:16]=[CH:15][C:14]([O:17][CH2:18][CH2:19]Cl)=[CH:13][CH:12]=2)[N:4]=[C:5]2[C:10]=1[CH:9]=[CH:8][CH:7]=[CH:6]2.[CH3:21][NH2:22]. Given the product [ClH:1].[Cl:1][C:2]1[N:3]([C:11]2[CH:16]=[CH:15][C:14]([O:17][CH2:18][CH2:19][NH:22][CH3:21])=[CH:13][CH:12]=2)[N:4]=[C:5]2[C:10]=1[CH:9]=[CH:8][CH:7]=[CH:6]2, predict the reactants needed to synthesize it. (2) Given the product [C:31]([C@@H:12]1[C@H:13]([OH:23])[C@@H:14]([OH:15])[C@H:9]([OH:8])[C@@H:10]([CH2:33][OH:34])[O:11]1)#[CH:32], predict the reactants needed to synthesize it. The reactants are: C([O:8][C@H:9]1[C@H:14]([O:15]CC2C=CC=CC=2)[C@@H:13]([O:23]CC2C=CC=CC=2)[C@@H:12]([C:31]#[CH:32])[O:11][C@@H:10]1[CH2:33][O:34]CC1C=CC=CC=1)C1C=CC=CC=1.B(F)(F)F.CCOCC. (3) Given the product [CH2:1]([O:8][C:9]1[CH:10]=[C:11]([CH:14]=[CH:15][C:16]=1[O:17][CH3:18])[CH2:12][OH:13])[C:2]1[CH:3]=[CH:4][CH:5]=[CH:6][CH:7]=1.[OH:8][C:9]1[CH:10]=[C:11]([CH:14]=[CH:15][C:16]=1[O:17][CH3:18])[CH2:12][OH:13], predict the reactants needed to synthesize it. The reactants are: [CH2:1]([O:8][C:9]1[CH:10]=[C:11]([CH:14]=[CH:15][C:16]=1[O:17][CH3:18])[CH:12]=[O:13])[C:2]1[CH:7]=[CH:6][CH:5]=[CH:4][CH:3]=1.O. (4) The reactants are: [Cl:1][C:2]1[CH:7]=[C:6]([Cl:8])[CH:5]=[CH:4][C:3]=1[C:9]1[C:27](=[O:28])[N:26]([CH3:29])[C:12]2[N:13]([CH3:25])[C:14]3[C:19]([C:11]=2[CH:10]=1)=[CH:18][C:17]([C:20]1[CH:24]=[CH:23][NH:22][N:21]=1)=[CH:16][CH:15]=3.[F:30][C:31]([F:37])([F:36])[CH2:32][C:33](Cl)=[O:34]. Given the product [Cl:1][C:2]1[CH:7]=[C:6]([Cl:8])[CH:5]=[CH:4][C:3]=1[C:9]1[C:27](=[O:28])[N:26]([CH3:29])[C:12]2[N:13]([CH3:25])[C:14]3[C:19]([C:11]=2[CH:10]=1)=[CH:18][C:17]([C:20]1[CH:24]=[CH:23][N:22]([C:33](=[O:34])[CH2:32][C:31]([F:37])([F:36])[F:30])[N:21]=1)=[CH:16][CH:15]=3, predict the reactants needed to synthesize it. (5) Given the product [Br:29][C:30]1[CH:31]=[CH:32][C:33]([CH2:36][C:37]([NH:40][CH2:25][CH:24]([C:15]2[C:16]3[O:21][CH2:20][C:19](=[O:22])[NH:18][C:17]=3[CH:23]=[C:13]([OH:12])[CH:14]=2)[OH:28])([CH3:38])[CH3:39])=[CH:34][CH:35]=1, predict the reactants needed to synthesize it. The reactants are: C(CN)O.C([O:12][C:13]1[CH:14]=[C:15]([C:24](=[O:28])[CH:25](O)O)[C:16]2[O:21][CH2:20][C:19](=[O:22])[NH:18][C:17]=2[CH:23]=1)C1C=CC=CC=1.[Br:29][C:30]1[CH:35]=[CH:34][C:33]([CH2:36][C:37]([NH2:40])([CH3:39])[CH3:38])=[CH:32][CH:31]=1. (6) Given the product [CH2:7]([O:4][C:1](=[S:3])[CH3:2])[CH2:8][CH2:9][CH2:10][CH3:11], predict the reactants needed to synthesize it. The reactants are: [C:1]([O-:4])(=[S:3])[CH3:2].[K+].Br[CH2:7][CH2:8][CH2:9][CH2:10][CH3:11]. (7) Given the product [F:29][C:28]([F:31])([F:30])[C:25]1[CH:26]=[CH:27][C:22]([C:6]2[CH:7]=[CH:8][CH:9]=[C:4]([CH2:3][NH2:2])[CH:5]=2)=[CH:23][CH:24]=1, predict the reactants needed to synthesize it. The reactants are: Cl.[NH2:2][CH2:3][C:4]1[CH:5]=[C:6](B(O)O)[CH:7]=[CH:8][CH:9]=1.[O-]P([O-])([O-])=O.[K+].[K+].[K+].Br[C:22]1[CH:27]=[CH:26][C:25]([C:28]([F:31])([F:30])[F:29])=[CH:24][CH:23]=1.C(COC)OC.O. (8) Given the product [Cl:1][C:2]1[CH:7]=[CH:6][C:5]([CH:8]2[CH:12]([C:13]3[CH:14]=[CH:15][C:16]([Cl:19])=[CH:17][CH:18]=3)[N:11]([C:42](=[O:46])[CH:43]([CH3:45])[CH3:44])[C:10]([C:20]3[CH:21]=[C:22]([CH2:23][N:24]4[CH2:29][CH2:28][O:27][CH2:26][CH2:25]4)[CH:30]=[CH:31][C:32]=3[O:33][CH3:34])=[N:9]2)=[CH:4][CH:3]=1, predict the reactants needed to synthesize it. The reactants are: [Cl:1][C:2]1[CH:7]=[CH:6][C:5]([CH:8]2[CH:12]([C:13]3[CH:18]=[CH:17][C:16]([Cl:19])=[CH:15][CH:14]=3)[NH:11][C:10]([C:20]3[CH:21]=[C:22]([CH:30]=[CH:31][C:32]=3[O:33][CH3:34])[CH2:23][N:24]3[CH2:29][CH2:28][O:27][CH2:26][CH2:25]3)=[N:9]2)=[CH:4][CH:3]=1.C(N(CC)CC)C.[C:42](Cl)(=[O:46])[CH:43]([CH3:45])[CH3:44]. (9) Given the product [O:19]=[C:7]1[CH2:8][CH2:9][C:10]([C:12]2[CH:16]=[CH:15][S:14][CH:13]=2)([C:17]#[N:18])[CH2:11][CH2:6]1, predict the reactants needed to synthesize it. The reactants are: C(OC([CH:6]1[CH2:11][C:10]([C:17]#[N:18])([C:12]2[CH:16]=[CH:15][S:14][CH:13]=2)[CH2:9][CH2:8][C:7]1=[O:19])=O)C.O.[OH-].[Na+]. (10) Given the product [OH:2][C:3]1[CH:4]=[C:5]2[C:10](=[CH:11][CH:12]=1)[C:9](=[O:13])[CH:8]([C:14]1[CH:19]=[CH:18][CH:17]=[CH:16][CH:15]=1)[CH2:7][CH2:6]2, predict the reactants needed to synthesize it. The reactants are: C[O:2][C:3]1[CH:4]=[C:5]2[C:10](=[CH:11][CH:12]=1)[C:9](=[O:13])[CH:8]([C:14]1[CH:19]=[CH:18][CH:17]=[CH:16][CH:15]=1)[CH2:7][CH2:6]2.Br.